Dataset: Reaction yield outcomes from USPTO patents with 853,638 reactions. Task: Predict the reaction yield, written as a fraction of the theoretical maximum amount of product (1.0 means a 100% yield; for example, 0.34 means a 34% yield). (1) The reactants are [N:1]1[C:10]2[C:5](=[CH:6][C:7]([C:11](Cl)=[O:12])=[CH:8][CH:9]=2)[N:4]=[CH:3][CH:2]=1.C(O[AlH-](OC(C)(C)C)OC(C)(C)C)(C)(C)C.[Li+]. The catalyst is COCCOC.CCOC(C)=O. The product is [N:1]1[C:10]2[C:5](=[CH:6][C:7]([CH:11]=[O:12])=[CH:8][CH:9]=2)[N:4]=[CH:3][CH:2]=1. The yield is 0.730. (2) The reactants are CN(C)C=O.[CH3:6][C@@:7]1([CH2:10][N:11]2[CH:15]=[C:14]([N+:16]([O-:18])=[O:17])[N:13]=[C:12]2[S:19][C:20]2[CH:25]=[CH:24][C:23]([N+:26]([O-:28])=[O:27])=[CH:22][CH:21]=2)[CH2:9][O:8]1.[N:29]1([C:35]([O:37][CH2:38][CH:39]=[CH:40][C:41]2[CH:46]=[CH:45][C:44]([C:47]([F:50])([F:49])[F:48])=[CH:43][CH:42]=2)=[O:36])[CH2:34][CH2:33][NH:32][CH2:31][CH2:30]1.O. The catalyst is C(OCC)(=O)C. The product is [N+:16]([C:14]1[N:13]=[C:12]([S:19][C:20]2[CH:25]=[CH:24][C:23]([N+:26]([O-:28])=[O:27])=[CH:22][CH:21]=2)[N:11]([CH2:10][C@:7]([OH:8])([CH3:6])[CH2:9][N:32]2[CH2:31][CH2:30][N:29]([C:35]([O:37][CH2:38][CH:39]=[CH:40][C:41]3[CH:46]=[CH:45][C:44]([C:47]([F:49])([F:50])[F:48])=[CH:43][CH:42]=3)=[O:36])[CH2:34][CH2:33]2)[CH:15]=1)([O-:18])=[O:17]. The yield is 0.900. (3) The reactants are [OH:1][CH:2]1[CH2:5][N:4]([C:6]2[CH:14]=[CH:13][C:9]([C:10]([NH2:12])=[O:11])=[CH:8][N:7]=2)[CH2:3]1.[C:15](Cl)(=[O:26])[O:16][C:17]1[CH:22]=[CH:21][C:20]([N+:23]([O-:25])=[O:24])=[CH:19][CH:18]=1. The catalyst is C(Cl)Cl. The product is [C:15](=[O:26])([O:16][C:17]1[CH:18]=[CH:19][C:20]([N+:23]([O-:25])=[O:24])=[CH:21][CH:22]=1)[O:1][CH:2]1[CH2:5][N:4]([C:6]2[CH:14]=[CH:13][C:9]([C:10](=[O:11])[NH2:12])=[CH:8][N:7]=2)[CH2:3]1. The yield is 0.100.